Dataset: Full USPTO retrosynthesis dataset with 1.9M reactions from patents (1976-2016). Task: Predict the reactants needed to synthesize the given product. (1) The reactants are: [O:1]1[C:3]2([CH2:8][CH2:7][CH:6]([N:9]3[CH2:14][CH2:13][O:12][CH2:11][C:10]3=[O:15])[CH2:5][CH2:4]2)[CH2:2]1.C([NH2:23])C1C=CC=CC=1. Given the product [NH2:23][CH2:2][C:3]1([OH:1])[CH2:8][CH2:7][CH:6]([N:9]2[CH2:14][CH2:13][O:12][CH2:11][C:10]2=[O:15])[CH2:5][CH2:4]1, predict the reactants needed to synthesize it. (2) Given the product [CH3:1][CH2:2][C@@:3]1([OH:60])[CH2:21][N:19]2[CH2:20][C@@H:5]([CH2:6][C@:7]([C:56]([O:58][CH3:59])=[O:57])([C:22]3[CH:23]=[C:24]4[C@:32]56[C@@H:36]7[C@:37]([CH2:52][CH3:53])([C@@H:41]([O:48][C:49]([CH3:51])=[O:50])[C@:42]([OH:47])([C:43]([O:45][CH3:46])=[O:44])[C@@H:31]5[N:30]([CH:54]=[O:55])[C:25]4=[CH:26][C:27]=3[O:28][CH3:29])[CH:38]=[CH:39][CH2:40][N:35]7[CH2:34][CH2:33]6)[C:8]3[NH:16][C:15]4[CH:14]=[CH:13][CH:12]=[CH:11][C:10]=4[C:9]=3[CH2:17][CH2:18]2)[CH2:4]1, predict the reactants needed to synthesize it. The reactants are: [CH3:1][CH2:2][C@@:3]1([OH:60])[CH2:21][N:19]2[CH2:20][C@@H:5]([CH2:6][C@:7]([C:56]([O:58][CH3:59])=[O:57])([C:22]3[CH:23]=[C:24]4[C@:32]56[C@@H:36]7[C@:37]([CH2:52][CH3:53])([C@@H:41]([O:48][C:49]([CH3:51])=[O:50])[C@:42]([OH:47])([C:43]([O:45][CH3:46])=[O:44])[C@@H:31]5[N:30]([CH:54]=[O:55])[C:25]4=[CH:26][C:27]=3[O:28][CH3:29])[CH:38]=[CH:39][CH2:40][N:35]7[CH2:34][CH2:33]6)[C:8]3[NH:16][C:15]4[CH:14]=[CH:13][CH:12]=[CH:11][C:10]=4[C:9]=3[CH2:17][CH2:18]2)[CH2:4]1.OS(O)(=O)=O.C(O)[C@H]([C@H]([C@@H]([C@@H](CO)O)O)O)O.C([O-])(=O)C.[Na+].C([O-])(=O)CC(CC([O-])=O)(C([O-])=O)O.P([O-])([O-])([O-])=O. (3) Given the product [Br:21][C:22]1[CH:30]=[C:29]([CH3:31])[C:28]2[C:24](=[CH:25][N:26]([CH2:33][O:34][CH2:35][CH2:36][Si:37]([CH3:38])([CH3:40])[CH3:39])[N:27]=2)[CH:23]=1, predict the reactants needed to synthesize it. The reactants are: BrC1C=C2C(=C(CBr)C=1)N(COCC[Si](C)(C)C)N=C2.[Br:21][C:22]1[CH:30]=[C:29]([CH2:31]Br)[C:28]2[C:24](=[CH:25][N:26]([CH2:33][O:34][CH2:35][CH2:36][Si:37]([CH3:40])([CH3:39])[CH3:38])[N:27]=2)[CH:23]=1. (4) Given the product [ClH:1].[ClH:1].[N:2]12[CH2:11][CH:6]3[CH2:7][CH:8]([CH2:10][CH:4]([C@H:5]3[NH:12][C:23]([C:21]3[CH:22]=[C:18]([C:14]4[S:13][CH:17]=[CH:16][CH:15]=4)[NH:19][N:20]=3)=[O:24])[CH2:3]1)[CH2:9]2, predict the reactants needed to synthesize it. The reactants are: [ClH:1].[N:2]12[CH2:11][CH:6]3[CH2:7][CH:8]([CH2:10][CH:4]([C@H:5]3[NH2:12])[CH2:3]1)[CH2:9]2.[S:13]1[CH:17]=[CH:16][CH:15]=[C:14]1[C:18]1[CH:22]=[C:21]([C:23](O)=[O:24])[NH:20][N:19]=1.N. (5) Given the product [CH2:64]([O:63][C:62](=[O:71])[NH2:61])[C:65]1[CH:70]=[CH:69][CH:68]=[CH:67][CH:66]=1, predict the reactants needed to synthesize it. The reactants are: CC(C)[C@H](NC(=O)OC)C(=O)N1CCC[C@H]1C1NC(C2C=CC(B3OC(C)(C)C(C)(C)O3)=CC=2)=CN=1.BrC1C=CC(C2NC([C@H]3N4C(=O)[C@@H]([NH:61][C:62](=[O:71])[O:63][CH2:64][C:65]5[CH:70]=[CH:69][CH:68]=[CH:67][CH:66]=5)CCC(=O)N4CCC3)=NC=2)=CC=1.C(=O)(O)[O-].[Na+]. (6) Given the product [F:1][C:2]1[CH:3]=[C:4]([CH:7]=[C:8]([N:10]2[CH2:16][CH2:15][CH2:14][C:13]3[O:17][C:18]([C:20]4[CH:25]=[N:26][CH:23]=[CH:22][N:21]=4)=[N:19][C:12]=3[CH2:11]2)[CH:9]=1)[C:5]#[N:6], predict the reactants needed to synthesize it. The reactants are: [F:1][C:2]1[CH:3]=[C:4]([CH:7]=[C:8]([N:10]2[CH2:16][CH2:15][CH2:14][C:13]3[O:17][C:18]([C:20]4[CH:25]=C[CH:23]=[CH:22][N:21]=4)=[N:19][C:12]=3[CH2:11]2)[CH:9]=1)[C:5]#[N:6].[N:26]1C=CC=CC=1C(O)=O.